This data is from Forward reaction prediction with 1.9M reactions from USPTO patents (1976-2016). The task is: Predict the product of the given reaction. (1) The product is: [C:45]([C:31]1[CH:32]=[CH:33][C:28]([C:23]2[CH:24]=[C:25]([O:61][CH3:60])[CH:26]=[C:21]([CH2:20][N:13]3[C:14]4[C:19](=[CH:18][CH:17]=[CH:16][CH:15]=4)[C:11]([C:8]4[CH:9]=[CH:10][C:5]([C:1]([CH3:4])([CH3:2])[CH3:3])=[CH:6][CH:7]=4)=[C:12]3[C:54]([OH:53])=[O:55])[CH:22]=2)=[CH:29][CH:30]=1)([OH:48])=[O:47]. Given the reactants [C:1]([C:5]1[CH:10]=[CH:9][C:8]([C:11]2[C:19]3[C:14](=[CH:15][CH:16]=[CH:17][CH:18]=3)[N:13]([CH2:20][C:21]3[CH:22]=[C:23]([C:28]4[CH:33]=[CH:32][C:31](C(OC)=O)=[CH:30][CH:29]=4)[CH:24]=[C:25](O)[CH:26]=3)[C:12]=2C(OCC)=O)=[CH:7][CH:6]=1)([CH3:4])([CH3:3])[CH3:2].CI.[C:45]([O-:48])([O-:47])=O.[K+].[K+].CC[O:53][C:54](C)=[O:55].CN([CH:60]=[O:61])C, predict the reaction product. (2) Given the reactants [C:1]([N:4]1[C:12]2[C:7](=[CH:8][C:9]([C:15]#[N:16])=[C:10]([CH2:13][CH3:14])[CH:11]=2)[CH:6]=[N:5]1)(=O)[CH3:2].Cl.C(=O)([O-])[O-].[K+].[K+].BrCC[CH2:27][C:28]([O:30][CH2:31][CH3:32])=[O:29], predict the reaction product. The product is: [C:15]([C:9]1[CH:8]=[C:7]2[C:12](=[CH:11][C:10]=1[CH2:13][CH3:14])[N:4]([CH2:1][CH2:2][CH2:27][C:28]([O:30][CH2:31][CH3:32])=[O:29])[N:5]=[CH:6]2)#[N:16]. (3) Given the reactants [C:1]([O:5][C:6]([NH:8][CH2:9][CH2:10][CH2:11][C@H:12]([NH:17][C:18]([C:20]1[S:21][C:22]([CH:25]([C:31]2[S:32][CH:33]=[CH:34][CH:35]=2)[C:26]2[S:27][CH:28]=[CH:29][CH:30]=2)=[CH:23][CH:24]=1)=[O:19])[C:13]([O:15]C)=[O:14])=[O:7])([CH3:4])([CH3:3])[CH3:2], predict the reaction product. The product is: [C:1]([O:5][C:6]([NH:8][CH2:9][CH2:10][CH2:11][C@H:12]([NH:17][C:18]([C:20]1[S:21][C:22]([CH:25]([C:26]2[S:27][CH:28]=[CH:29][CH:30]=2)[C:31]2[S:32][CH:33]=[CH:34][CH:35]=2)=[CH:23][CH:24]=1)=[O:19])[C:13]([OH:15])=[O:14])=[O:7])([CH3:4])([CH3:2])[CH3:3].